From a dataset of Peptide-MHC class I binding affinity with 185,985 pairs from IEDB/IMGT. Regression. Given a peptide amino acid sequence and an MHC pseudo amino acid sequence, predict their binding affinity value. This is MHC class I binding data. (1) The peptide sequence is LPEAYQWHI. The MHC is HLA-B57:01 with pseudo-sequence HLA-B57:01. The binding affinity (normalized) is 0.0847. (2) The peptide sequence is SLLKETIQK. The MHC is HLA-A11:01 with pseudo-sequence HLA-A11:01. The binding affinity (normalized) is 0.739. (3) The peptide sequence is EENLLDFVRF. The MHC is HLA-A02:03 with pseudo-sequence HLA-A02:03. The binding affinity (normalized) is 0. (4) The peptide sequence is SDDQLRLLK. The MHC is HLA-A26:03 with pseudo-sequence HLA-A26:03. The binding affinity (normalized) is 0.0847. (5) The peptide sequence is IPQCRLTPL. The MHC is HLA-B57:01 with pseudo-sequence HLA-B57:01. The binding affinity (normalized) is 0.0796.